This data is from Experimentally validated miRNA-target interactions with 360,000+ pairs, plus equal number of negative samples. The task is: Binary Classification. Given a miRNA mature sequence and a target amino acid sequence, predict their likelihood of interaction. (1) The miRNA is hsa-miR-4431 with sequence GCGACUCUGAAAACUAGAAGGU. The protein sequence of the target gene is MADWTRAQSSGAVEDILDRENKRMADSLASKVTRLKSLALDIDRDTEDQNRYLDGMDSDFTSVTGLLTGSVKRFSTMARSGRDNRKLLCGMAVVLIVAFFILSYLLSRTRT. Result: 0 (no interaction). (2) The miRNA is dre-miR-206-3p with sequence UGGAAUGUAAGGAAGUGUGUGG. The protein sequence of the target gene is MCDGALLPPLVLPVLLLLVWGLDPGTAVGDAAADVEVVLPWRVRPDDVHLPPLPAAPGPRRRRRPRTPPAAPRARPGERALLLHLPAFGRDLYLQLRRDLRFLSRGFEVEEAGAARRRGRPAELCFYSGRVLGHPGSLVSLSACGAAGGLVGLIQLGQEQVLIQPLNNSQGPFSGREHLIRRKWSLTPSPSAEAQRPEQLCKVLTEKKKPTWGRPSRDWRERRNAIRLTSEHTVETLVVADADMVQYHGAEAAQRFILTVMNMVYNMFQHQSLGIKINIQVTKLVLLRQRPAKLSIGHHG.... Result: 0 (no interaction). (3) Result: 1 (interaction). The protein sequence of the target gene is MAANVGDQRSTDWSSQYSMVAGAGRENGMETPMHENPEWEKARQALASISKSGAAGGSAKSSSNGPVASAQYVSQAEASALQQQQYYQWYQQYNYAYPYSYYYPMSMYQSYGSPSQYGMAGSYGSATPQQPSAPQHQGTLNQPPVPGMDESMSYQAPPQQLPSAQPPQPSNPPHGAHTLNSGPQPGTAPATQHSQAGPATGQAYGPHTYTEPAKPKKGQQLWNRMKPAPGTGGLKFNIQKRPFAVTTQSFGSNAEGQHSGFGPQPNPEKVQNHSGSSARGNLSGKPDDWPQDMKEYVERC.... The miRNA is hsa-miR-6825-5p with sequence UGGGGAGGUGUGGAGUCAGCAU. (4) The miRNA is hsa-miR-325 with sequence CCUAGUAGGUGUCCAGUAAGUGU. The protein sequence of the target gene is MEGESVKLSSQTLIQAGDDEKNQRTITVNPAHMGKAFKVMNELRSKQLLCDVMIVAEDVEIEAHRVVLAACSPYFCAMFTGDMSESKAKKIEIKDVDGQTLSKLIDYIYTAEIEVTEENVQVLLPAASLLQLMDVRQNCCDFLQSQLHPTNCLGIRAFADVHTCTDLLQQANAYAEQHFPEVMLGEEFLSLSLDQVCSLISSDKLTVSSEEKVFEAVISWINYEKETRLEHMAKLMEHVRLPLLPRDYLVQTVEEEALIKNNNTCKDFLIEAMKYHLLPLDQRLLIKNPRTKPRTPVSLP.... Result: 0 (no interaction). (5) The miRNA is hsa-miR-548al with sequence AACGGCAAUGACUUUUGUACCA. The protein sequence of the target gene is MEGCMGEESFQMWELNRRLEAYLARVKALEEQNELLSAELGGLRAQSADTSWRAHADDELAALRALVDQRWREKHAAEVARDNLAEELEGVAGRCQQLRLARERTTEEVARNRRAVEAEKCARAWLSSQVAELERELEALRVAHEEERVGLNAQAACAPRCPAPPRGPPAPAPEVEELARRLGEAWRGAVRGYQERVAHMETSLGQARERLGRAVQGAREGRLELQQLQAERGGLLERRAALEQRLEGRWQERLRATEKFQLAVEALEQEKQGLQSQIAQVLEGRQQLAHLKMSLSLEVA.... Result: 0 (no interaction). (6) The miRNA is ath-miR397a with sequence UCAUUGAGUGCAGCGUUGAUG. The protein sequence of the target gene is MLPAQEAAKLYHTNYVRNSRAIGVLWAIFTICFAIINVVCFIQPYWIGDGVDTPQAGYFGLFHYCIGNGFSRELTCRGSFTDFSTLPSGAFKAASFFIGLSMMLIIACIVCFTLFFFCNTATVYKICAWMQLTFAACLVLGCMIFPDGWDSDEAKRMCGEKTDKYTLGACSVRWAYILAIIGILDALILSFLAVVLGNRQDSLMAEELKAENKVLLSQYSLE. Result: 0 (no interaction).